Dataset: Full USPTO retrosynthesis dataset with 1.9M reactions from patents (1976-2016). Task: Predict the reactants needed to synthesize the given product. (1) The reactants are: [O:1]=[C:2]1[CH:7]([CH:8]2[CH2:13][CH2:12][N:11]([C:14]([O:16][CH2:17][C:18]3[CH:23]=[CH:22][CH:21]=[CH:20][CH:19]=3)=[O:15])[CH2:10][CH2:9]2)[CH2:6][C:5]([C:24]2[CH:29]=[CH:28][CH:27]=[CH:26][CH:25]=2)=[N:4][NH:3]1. Given the product [O:1]=[C:2]1[C:7]([CH:8]2[CH2:13][CH2:12][N:11]([C:14]([O:16][CH2:17][C:18]3[CH:19]=[CH:20][CH:21]=[CH:22][CH:23]=3)=[O:15])[CH2:10][CH2:9]2)=[CH:6][C:5]([C:24]2[CH:29]=[CH:28][CH:27]=[CH:26][CH:25]=2)=[N:4][NH:3]1, predict the reactants needed to synthesize it. (2) Given the product [OH:4][C@H:5]1[CH2:22][CH2:21][C@@:20]2([CH3:23])[C@@H:7]([CH2:8][CH2:9][C@:10]3([CH3:47])[C@@H:19]2[CH2:18][CH2:17][C@H:16]2[C@@:11]3([CH3:46])[CH2:12][CH2:13][C@@:14]3([C:31]([N:33]4[CH2:34][CH2:35][N:36]([CH2:39][CH2:40][O:41][CH2:42][CH2:43][O:44][CH3:45])[CH2:37][CH2:38]4)=[O:32])[CH2:26][CH2:25][C@@H:24]([C:27]4([CH3:30])[CH2:29][CH2:28]4)[C@@H:15]32)[C:6]1([CH3:49])[CH3:48], predict the reactants needed to synthesize it. The reactants are: C([O:4][C@H:5]1[CH2:22][CH2:21][C@@:20]2([CH3:23])[C@@H:7]([CH2:8][CH2:9][C@:10]3([CH3:47])[C@@H:19]2[CH2:18][CH2:17][C@H:16]2[C@@:11]3([CH3:46])[CH2:12][CH2:13][C@@:14]3([C:31]([N:33]4[CH2:38][CH2:37][N:36]([CH2:39][CH2:40][O:41][CH2:42][CH2:43][O:44][CH3:45])[CH2:35][CH2:34]4)=[O:32])[CH2:26][CH2:25][C@@H:24]([C:27]4([CH3:30])[CH2:29][CH2:28]4)[C@@H:15]32)[C:6]1([CH3:49])[CH3:48])(=O)C.CO.